This data is from Catalyst prediction with 721,799 reactions and 888 catalyst types from USPTO. The task is: Predict which catalyst facilitates the given reaction. (1) Reactant: [Cl:1][C:2]1[CH:7]=[CH:6][C:5]([OH:8])=[CH:4][C:3]=1[C:9]([F:12])([F:11])[F:10].F[C:14]1[CH:21]=[CH:20][C:19]([CH:22]=[O:23])=[CH:18][C:15]=1[C:16]#[N:17].C([O-])([O-])=O.[K+].[K+]. Product: [Cl:1][C:2]1[CH:7]=[CH:6][C:5]([O:8][C:14]2[CH:21]=[CH:20][C:19]([CH:22]=[O:23])=[CH:18][C:15]=2[C:16]#[N:17])=[CH:4][C:3]=1[C:9]([F:10])([F:11])[F:12]. The catalyst class is: 499. (2) Reactant: C1(C)C=CC(S(O)(=O)=O)=CC=1.[CH3:12][C:13]1[C:21]([C:22]2[S:23]C(C3NC=NN=3)=C(C3C=CC=CC=3)[N:26]=2)=[C:16]2[CH:17]=[CH:18][CH:19]=[CH:20][N:15]2[N:14]=1.Cl[CH:39]([C:45]([C:47]1[CH:52]=[CH:51][CH:50]=[CH:49][C:48]=1[F:53])=O)[C:40]([O:42][CH2:43][CH3:44])=[O:41]. Product: [F:53][C:48]1[CH:49]=[CH:50][CH:51]=[CH:52][C:47]=1[C:45]1[N:26]=[C:22]([C:21]2[C:13]([CH3:12])=[N:14][N:15]3[CH:20]=[CH:19][CH:18]=[CH:17][C:16]=23)[S:23][C:39]=1[C:40]([O:42][CH2:43][CH3:44])=[O:41]. The catalyst class is: 41. (3) Reactant: [C:1]1([C:7]([C:37]2[CH:42]=[CH:41][CH:40]=[CH:39][CH:38]=2)([CH:9]2[CH2:14][CH2:13][N:12]([CH2:15][CH2:16][C:17]3[CH:22]=[CH:21][C:20]([C:23]4([CH2:27]S(C5C=CC=CC=5)(=O)=O)[CH2:26][O:25][CH2:24]4)=[CH:19][CH:18]=3)[CH2:11][CH2:10]2)[OH:8])[CH:6]=[CH:5][CH:4]=[CH:3][CH:2]=1.[Mg]. Product: [CH3:27][C:23]1([C:20]2[CH:19]=[CH:18][C:17]([CH2:16][CH2:15][N:12]3[CH2:11][CH2:10][CH:9]([C:7]([C:1]4[CH:2]=[CH:3][CH:4]=[CH:5][CH:6]=4)([C:37]4[CH:38]=[CH:39][CH:40]=[CH:41][CH:42]=4)[OH:8])[CH2:14][CH2:13]3)=[CH:22][CH:21]=2)[CH2:26][O:25][CH2:24]1. The catalyst class is: 5. (4) Reactant: [F:1][C:2]1[CH:3]=[C:4]([N:8]2[C:12](I)=[CH:11][C:10]([NH2:14])=[N:9]2)[CH:5]=[CH:6][CH:7]=1.[F:15][C:16]([F:28])([F:27])[O:17][C:18]1[CH:19]=[C:20](B(O)O)[CH:21]=[CH:22][CH:23]=1.C(=O)([O-])[O-].[Na+].[Na+].C1(P(C2CCCCC2)C2CCCCC2)CCCCC1.C(=O)([O-])O.[Na+]. Product: [F:1][C:2]1[CH:3]=[C:4]([N:8]2[C:12]([C:20]3[CH:21]=[CH:22][CH:23]=[C:18]([O:17][C:16]([F:15])([F:27])[F:28])[CH:19]=3)=[CH:11][C:10]([NH2:14])=[N:9]2)[CH:5]=[CH:6][CH:7]=1. The catalyst class is: 848. (5) Reactant: O[CH2:2][C:3]1([CH3:17])[CH2:5][CH:4]1[C:6]1[C:11]([O:12][CH2:13][O:14][CH3:15])=[CH:10][CH:9]=[CH:8][C:7]=1[OH:16].C1(P(C2C=CC=CC=2)C2C=CC=CC=2)C=CC=CC=1. Product: [CH3:2][C:3]12[CH2:5][CH:4]1[C:6]1[C:11]([O:12][CH2:13][O:14][CH3:15])=[CH:10][CH:9]=[CH:8][C:7]=1[O:16][CH2:17]2. The catalyst class is: 7. (6) Reactant: [CH3:1][O:2][C:3]1[CH:8]=[CH:7][C:6]([N:9]2[CH2:14][CH2:13][N:12]([C:15]3[S:16][C:17]([C:26]([NH2:28])=O)=[C:18]([C:20]4[CH:25]=[CH:24][CH:23]=[CH:22][CH:21]=4)[N:19]=3)[CH2:11][CH2:10]2)=[CH:5][CH:4]=1.CN(C)C=O.P(Cl)(Cl)(Cl)=O.C(=O)([O-])O.[Na+]. Product: [CH3:1][O:2][C:3]1[CH:4]=[CH:5][C:6]([N:9]2[CH2:14][CH2:13][N:12]([C:15]3[S:16][C:17]([C:26]#[N:28])=[C:18]([C:20]4[CH:25]=[CH:24][CH:23]=[CH:22][CH:21]=4)[N:19]=3)[CH2:11][CH2:10]2)=[CH:7][CH:8]=1. The catalyst class is: 6.